From a dataset of Reaction yield outcomes from USPTO patents with 853,638 reactions. Predict the reaction yield, written as a fraction of the theoretical maximum amount of product (1.0 means a 100% yield; for example, 0.34 means a 34% yield). (1) The catalyst is CC(N(C)C)=O. The yield is 0.800. The product is [OH:53][CH:51]1[C:48]2([CH2:50][CH2:49]2)[CH2:47][N:46]([CH2:45][CH2:44][CH2:43][O:21][C:15]2[CH:14]=[C:13]3[C:18]([C:9]([O:8][C:7]4[CH:6]=[CH:5][C:4]([N:22]([C:31]5[CH:36]=[CH:35][C:34]([F:37])=[CH:33][CH:32]=5)[C:23]([C:25]5([C:28]([NH2:30])=[O:29])[CH2:27][CH2:26]5)=[O:24])=[CH:3][C:2]=4[F:1])=[CH:10][CH:11]=[N:12]3)=[CH:17][C:16]=2[O:19][CH3:20])[CH2:52]1. The reactants are [F:1][C:2]1[CH:3]=[C:4]([N:22]([C:31]2[CH:36]=[CH:35][C:34]([F:37])=[CH:33][CH:32]=2)[C:23]([C:25]2([C:28]([NH2:30])=[O:29])[CH2:27][CH2:26]2)=[O:24])[CH:5]=[CH:6][C:7]=1[O:8][C:9]1[C:18]2[C:13](=[CH:14][C:15]([OH:21])=[C:16]([O:19][CH3:20])[CH:17]=2)[N:12]=[CH:11][CH:10]=1.CS(O[CH2:43][CH2:44][CH2:45][N:46]1[CH2:52][CH:51]([OH:53])[C:48]2([CH2:50][CH2:49]2)[CH2:47]1)(=O)=O.C([O-])([O-])=O.[Cs+].[Cs+]. (2) The reactants are [CH3:1][O:2][C:3]1[CH:4]=[C:5]([S:9]([O-:11])=[O:10])[CH:6]=[CH:7][CH:8]=1.[Na+].Br[C:14]1[CH:22]=[CH:21][C:20]2[N:19]([CH3:23])[C:18]3[CH2:24][CH:25]4[NH:29][CH:28]([C:17]=3[C:16]=2[C:15]=1[C:30]([O:32][C:33]([CH3:36])([CH3:35])[CH3:34])=[O:31])[CH2:27][CH2:26]4. No catalyst specified. The product is [CH3:1][O:2][C:3]1[CH:4]=[C:5]([S:9]([C:14]2[CH:22]=[CH:21][C:20]3[N:19]([CH3:23])[C:18]4[CH2:24][CH:25]5[NH:29][CH:28]([C:17]=4[C:16]=3[C:15]=2[C:30]([O:32][C:33]([CH3:36])([CH3:35])[CH3:34])=[O:31])[CH2:27][CH2:26]5)(=[O:11])=[O:10])[CH:6]=[CH:7][CH:8]=1. The yield is 0.630. (3) The reactants are CN1CCOCC1.[O:8]1[CH:12]=[CH:11][CH:10]=[C:9]1[C:13]([OH:15])=O.[S:16]1[C:20]([C:21]2[CH:22]=[C:23]([NH2:30])[CH:24]=[C:25]3[C:29]=2[NH:28][N:27]=[CH:26]3)=[CH:19][C:18]2[CH:31]=[CH:32][CH:33]=[CH:34][C:17]1=2.CN(C=O)C. The catalyst is CC#N.C(Cl)Cl.CC#N. The product is [S:16]1[C:20]([C:21]2[CH:22]=[C:23]([NH:30][C:13]([C:9]3[O:8][CH:12]=[CH:11][CH:10]=3)=[O:15])[CH:24]=[C:25]3[C:29]=2[NH:28][N:27]=[CH:26]3)=[CH:19][C:18]2[CH:31]=[CH:32][CH:33]=[CH:34][C:17]1=2. The yield is 0.0470.